This data is from Full USPTO retrosynthesis dataset with 1.9M reactions from patents (1976-2016). The task is: Predict the reactants needed to synthesize the given product. (1) The reactants are: [C:1]([O:5][CH3:6])(=[O:4])[CH2:2][SH:3].Cl[C:8]1[CH:17]=[CH:16][C:15]([N+:18]([O-:20])=[O:19])=[CH:14][C:9]=1[C:10](OC)=[O:11].CCN(CC)CC.Cl. Given the product [OH:11][C:10]1[C:9]2[CH:14]=[C:15]([N+:18]([O-:20])=[O:19])[CH:16]=[CH:17][C:8]=2[S:3][C:2]=1[C:1]([O:5][CH3:6])=[O:4], predict the reactants needed to synthesize it. (2) The reactants are: [OH:1][CH2:2][CH:3]([N:7]1[CH:16]=[CH:15][C:14]2[C:9](=[CH:10][CH:11]=[CH:12][C:13]=2I)[C:8]1=[O:18])[CH:4]([CH3:6])[CH3:5].[NH2:19][CH2:20][C:21]1([OH:28])[CH2:27][CH2:26][CH2:25][CH2:24][CH2:23][CH2:22]1.N12CCCN=C1CCCCC2.[O:40]1CCOC[CH2:41]1. Given the product [OH:1][CH2:2][CH:3]([N:7]1[CH:16]=[CH:15][C:14]2[C:13]([C:41]([NH:19][CH2:20][C:21]3([OH:28])[CH2:27][CH2:26][CH2:25][CH2:24][CH2:23][CH2:22]3)=[O:40])=[CH:12][CH:11]=[CH:10][C:9]=2[C:8]1=[O:18])[CH:4]([CH3:6])[CH3:5], predict the reactants needed to synthesize it.